This data is from Full USPTO retrosynthesis dataset with 1.9M reactions from patents (1976-2016). The task is: Predict the reactants needed to synthesize the given product. (1) Given the product [CH2:15]([O:8][C:7]1[C:2]([Br:1])=[N:3][CH:4]=[CH:5][CH:6]=1)[C:16]1[CH:21]=[CH:20][CH:19]=[CH:18][CH:17]=1, predict the reactants needed to synthesize it. The reactants are: [Br:1][C:2]1[C:7]([OH:8])=[CH:6][CH:5]=[CH:4][N:3]=1.C(=O)([O-])[O-].[K+].[K+].[CH2:15](Br)[C:16]1[CH:21]=[CH:20][CH:19]=[CH:18][CH:17]=1.O. (2) The reactants are: [Br:1][C:2]1[C:7]([O:8][CH3:9])=[CH:6][N:5]=[C:4]([CH3:10])[CH:3]=1.C1C(=O)N([Br:18])C(=O)C1.CC(N=NC(C#N)(C)C)(C#N)C.C(OOC(=O)C1C=CC=CC=1)(=O)C1C=CC=CC=1. Given the product [Br:1][C:2]1[C:7]([O:8][CH3:9])=[CH:6][N:5]=[C:4]([CH2:10][Br:18])[CH:3]=1, predict the reactants needed to synthesize it. (3) Given the product [CH3:12][O:13][C:14]1[CH:15]=[CH:16][C:17]([O:20][C:21]2[CH:22]=[C:23]([CH2:24][NH:25][C:4](=[O:6])[C:3]3[CH:7]=[CH:8][C:9]([F:11])=[N:10][C:2]=3[NH2:1])[CH:26]=[CH:27][CH:28]=2)=[CH:18][CH:19]=1, predict the reactants needed to synthesize it. The reactants are: [NH2:1][C:2]1[N:10]=[C:9]([F:11])[CH:8]=[CH:7][C:3]=1[C:4]([OH:6])=O.[CH3:12][O:13][C:14]1[CH:19]=[CH:18][C:17]([O:20][C:21]2[CH:22]=[C:23]([CH:26]=[CH:27][CH:28]=2)[CH2:24][NH2:25])=[CH:16][CH:15]=1.CN([P+](ON1N=NC2C=CC=CC1=2)(N(C)C)N(C)C)C.F[P-](F)(F)(F)(F)F.C(=O)(O)[O-].[Na+]. (4) Given the product [F:25][C:26]1[CH:31]=[CH:30][CH:29]=[CH:28][C:27]=1[C:32]1[O:33][C:34]([CH:37]2[CH2:42][CH2:41][N:40]([C:15](=[O:17])[CH2:14][CH2:13][CH2:12][C:4]3[NH:3][C:2](=[O:1])[C:11]4[C:6](=[CH:7][CH:8]=[CH:9][CH:10]=4)[N:5]=3)[CH2:39][CH2:38]2)=[N:35][N:36]=1, predict the reactants needed to synthesize it. The reactants are: [O:1]=[C:2]1[C:11]2[C:6](=[CH:7][CH:8]=[CH:9][CH:10]=2)[N:5]=[C:4]([CH2:12][CH2:13][CH2:14][C:15]([OH:17])=O)[NH:3]1.FC(F)(F)C(O)=O.[F:25][C:26]1[CH:31]=[CH:30][CH:29]=[CH:28][C:27]=1[C:32]1[O:33][C:34]([CH:37]2[CH2:42][CH2:41][NH:40][CH2:39][CH2:38]2)=[N:35][N:36]=1. (5) Given the product [O:29]1[C:30]2[CH:36]=[CH:35][CH:34]=[CH:33][C:31]=2[N:32]=[C:28]1[C:26]([C@@H:25]([NH:24][C:10](=[O:12])[CH:9]([CH2:13][CH:14]1[CH2:16][CH:15]1[C:17]1[CH:22]=[CH:21][CH:20]=[CH:19][CH:18]=1)[CH2:8][C:7]([N:1]1[CH2:2][CH2:3][O:4][CH2:5][CH2:6]1)=[O:23])[CH2:37][CH2:38][CH3:39])=[O:27], predict the reactants needed to synthesize it. The reactants are: [N:1]1([C:7](=[O:23])[CH2:8][CH:9]([CH2:13][CH:14]2[CH2:16][CH:15]2[C:17]2[CH:22]=[CH:21][CH:20]=[CH:19][CH:18]=2)[C:10]([OH:12])=O)[CH2:6][CH2:5][O:4][CH2:3][CH2:2]1.[NH2:24][CH:25]([CH2:37][CH2:38][CH3:39])[C@@H:26]([C:28]1[O:29][C:30]2[CH:36]=[CH:35][CH:34]=[CH:33][C:31]=2[N:32]=1)[OH:27].